Dataset: Reaction yield outcomes from USPTO patents with 853,638 reactions. Task: Predict the reaction yield, written as a fraction of the theoretical maximum amount of product (1.0 means a 100% yield; for example, 0.34 means a 34% yield). The reactants are O.[NH2:2][NH2:3].[CH2:4]([O:6][C:7](=[O:18])[C:8](=O)[CH:9]1[CH2:15][CH2:14][CH2:13][CH2:12][CH2:11][C:10]1=O)[CH3:5]. The catalyst is CCO. The product is [CH2:4]([O:6][C:7]([C:8]1[C:9]2[CH2:15][CH2:14][CH2:13][CH2:12][CH2:11][C:10]=2[NH:3][N:2]=1)=[O:18])[CH3:5]. The yield is 0.723.